From a dataset of Forward reaction prediction with 1.9M reactions from USPTO patents (1976-2016). Predict the product of the given reaction. (1) Given the reactants [C:1]12([CH:7]([C:23]3[CH:28]=[CH:27][CH:26]=[CH:25][CH:24]=3)[NH:8][C:9](=[O:22])[C:10]3[C:15]([Cl:16])=[CH:14][CH:13]=[C:12]([C:17]([F:20])([F:19])[F:18])[C:11]=3[Cl:21])[CH2:6][CH:4]([CH2:5]1)[CH2:3][NH:2]2.[CH3:29][C:30]1([CH3:33])[CH2:32][O:31]1, predict the reaction product. The product is: [Cl:21][C:11]1[C:12]([C:17]([F:18])([F:19])[F:20])=[CH:13][CH:14]=[C:15]([Cl:16])[C:10]=1[C:9]([NH:8][CH:7]([C:1]12[CH2:5][CH:4]([CH2:6]1)[CH2:3][N:2]2[CH2:29][C:30]([OH:31])([CH3:33])[CH3:32])[C:23]1[CH:28]=[CH:27][CH:26]=[CH:25][CH:24]=1)=[O:22]. (2) The product is: [CH2:14]([O:21][C:22]([N:24]1[CH2:29][CH2:28][N:27]([CH2:11][CH2:10][CH2:9][CH2:8][NH:7][C:6]([O:5][C:1]([CH3:4])([CH3:3])[CH3:2])=[O:13])[CH2:26][CH2:25]1)=[O:23])[C:15]1[CH:20]=[CH:19][CH:18]=[CH:17][CH:16]=1. Given the reactants [C:1]([O:5][C:6](=[O:13])[NH:7][CH2:8][CH2:9][CH2:10][CH2:11]Br)([CH3:4])([CH3:3])[CH3:2].[CH2:14]([O:21][C:22]([N:24]1[CH2:29][CH2:28][NH:27][CH2:26][CH2:25]1)=[O:23])[C:15]1[CH:20]=[CH:19][CH:18]=[CH:17][CH:16]=1.[I-].[Na+].C(=O)([O-])[O-].[K+].[K+], predict the reaction product. (3) Given the reactants CN(C=O)C.C(Cl)(=O)C(Cl)=O.[C:12]([O:16][C:17]([N:19]1[CH2:24][CH2:23][CH2:22][CH2:21][CH:20]1[C:25](=O)[NH2:26])=[O:18])([CH3:15])([CH3:14])[CH3:13].N1C=CC=CC=1, predict the reaction product. The product is: [C:12]([O:16][C:17]([N:19]1[CH2:24][CH2:23][CH2:22][CH2:21][CH:20]1[C:25]#[N:26])=[O:18])([CH3:15])([CH3:13])[CH3:14]. (4) Given the reactants [NH2:1][C@@H:2]([C:5]([OH:7])=[O:6])[CH2:3][OH:4].[CH3:8][CH:9]([CH3:25])[C:10]([O:12][CH2:13][O:14][C:15](ON1C(=O)CCC1=O)=[O:16])=[O:11], predict the reaction product. The product is: [OH:4][CH2:3][C@@H:2]([NH:1][C:15]([O:14][CH2:13][O:12][C:10](=[O:11])[CH:9]([CH3:25])[CH3:8])=[O:16])[C:5]([OH:7])=[O:6]. (5) Given the reactants [N:1]1([C:6]2[N:11]=[C:10]([CH2:12][OH:13])[CH:9]=[CH:8][CH:7]=2)[CH:5]=[CH:4][CH:3]=[N:2]1, predict the reaction product. The product is: [N:1]1([C:6]2[N:11]=[C:10]([CH:12]=[O:13])[CH:9]=[CH:8][CH:7]=2)[CH:5]=[CH:4][CH:3]=[N:2]1. (6) Given the reactants [C:1]([C:3]1[CH:4]=[C:5]([N:9]2C(=O)[CH2:14][C:13](=[O:17])[NH:12][C:11]3[C:18]4[C:23]([CH:24]=[CH:25][C:10]2=3)=[CH:22][CH:21]=[CH:20][CH:19]=4)[CH:6]=[CH:7][CH:8]=1)#[N:2].Cl.[NH2:27][OH:28].C(N(CC)CC)C.[CH3:36][OH:37], predict the reaction product. The product is: [OH:28][NH:27][C:1]([C:3]1[CH:4]=[C:5]([N:9]2[C:36](=[O:37])[CH2:14][C:13](=[O:17])[NH:12][C:11]3[C:18]4[C:23]([CH:24]=[CH:25][C:10]2=3)=[CH:22][CH:21]=[CH:20][CH:19]=4)[CH:6]=[CH:7][CH:8]=1)=[NH:2]. (7) Given the reactants C(OC(=O)[NH:7][CH2:8][CH2:9][C:10]1[CH:15]=[CH:14][C:13]([C:16]2[CH:21]=[CH:20][CH:19]=[C:18]([O:22][C:23]3[CH:28]=[CH:27][N:26]=[C:25]([C:29]#[N:30])[N:24]=3)[CH:17]=2)=[CH:12][CH:11]=1)(C)(C)C, predict the reaction product. The product is: [NH2:7][CH2:8][CH2:9][C:10]1[CH:11]=[CH:12][C:13]([C:16]2[CH:21]=[CH:20][CH:19]=[C:18]([O:22][C:23]3[CH:28]=[CH:27][N:26]=[C:25]([C:29]#[N:30])[N:24]=3)[CH:17]=2)=[CH:14][CH:15]=1. (8) Given the reactants [NH2:1][C@H:2](C(O)=O)[CH2:3][C:4]1[C:12]2[C:7](=[CH:8][CH:9]=[CH:10][CH:11]=2)[NH:6][CH:5]=1.[F:16][C:17]([F:21])([F:20])[CH:18]=O.[Cr](O[Cr]([O-])(=O)=O)([O-])(=O)=O.[K+].[K+].[Cr](O[Cr]([O-])(=O)=O)([O-])(=O)=O.S([O-])([O-])=O.[Na+].[Na+].[OH-].[Na+], predict the reaction product. The product is: [F:16][C:17]([F:21])([F:20])[C:18]1[C:5]2[NH:6][C:7]3[C:12]([C:4]=2[CH:3]=[CH:2][N:1]=1)=[CH:11][CH:10]=[CH:9][CH:8]=3. (9) Given the reactants [CH3:1][S:2]([O:5][C:6]1[C:14]([O:15][CH3:16])=[CH:13][C:12](I)=[C:11]2[C:7]=1[CH2:8][NH:9][C:10]2=[O:18])(=[O:4])=[O:3].[C:19]([O:23][C:24]([N:26]1[C:34]2[C:29](=[CH:30][CH:31]=[CH:32][CH:33]=2)[CH:28]=[C:27]1B(O)O)=[O:25])([CH3:22])([CH3:21])[CH3:20].C1(C)C=CC=CC=1P(C1C=CC=CC=1C)C1C=CC=CC=1C.C(N(CC)CC)C, predict the reaction product. The product is: [CH3:1][S:2]([O:5][C:6]1[C:14]([O:15][CH3:16])=[CH:13][C:12]([C:27]2[N:26]([C:24]([O:23][C:19]([CH3:22])([CH3:21])[CH3:20])=[O:25])[C:34]3[C:29]([CH:28]=2)=[CH:30][CH:31]=[CH:32][CH:33]=3)=[C:11]2[C:7]=1[CH2:8][NH:9][C:10]2=[O:18])(=[O:4])=[O:3]. (10) Given the reactants [NH2:1][C:2]1[C:7]([N+:8]([O-])=O)=[CH:6][C:5]([C:11]2[CH2:12][CH2:13][N:14]([C:17]([O:19][C:20]([CH3:23])([CH3:22])[CH3:21])=[O:18])[CH2:15][CH:16]=2)=[CH:4][C:3]=1[CH3:24].CCOC(C)=O.[CH2:31]([O:38][C:39]1[CH:46]=[CH:45][C:42]([CH:43]=O)=[CH:41][CH:40]=1)[C:32]1[CH:37]=[CH:36][CH:35]=[CH:34][CH:33]=1.CO.CCOC(C)=O, predict the reaction product. The product is: [CH2:31]([O:38][C:39]1[CH:40]=[CH:41][C:42]([C:43]2[NH:8][C:7]3[CH:6]=[C:5]([CH:11]4[CH2:12][CH2:13][N:14]([C:17]([O:19][C:20]([CH3:23])([CH3:22])[CH3:21])=[O:18])[CH2:15][CH2:16]4)[CH:4]=[C:3]([CH3:24])[C:2]=3[N:1]=2)=[CH:45][CH:46]=1)[C:32]1[CH:33]=[CH:34][CH:35]=[CH:36][CH:37]=1.